Dataset: Drug-target binding data from BindingDB using IC50 measurements. Task: Regression. Given a target protein amino acid sequence and a drug SMILES string, predict the binding affinity score between them. We predict pIC50 (pIC50 = -log10(IC50 in M); higher means more potent). Dataset: bindingdb_ic50. The compound is Cc1cc(C)c(N=C2CCCN2Cc2ccccc2)c(C#N)c1. The target protein (O88943) has sequence MVQKSRNGGVYPGTSGEKKLKVGFVGLDPGAPDSTRDGALLIAGSEAPKRGSVLSKPRTGGAGAGKPPKRNAFYRKLQNFLYNVLERPRGWAFIYHAYVFLLVFSCLVLSVFSTIKEYEKSSEGALYILEIVTIVVFGVEYFVRIWAAGCCCRYRGWRGRLKFARKPFCVIDIMVLIASIAVLAAGSQGNVFATSALRSLRFLQILRMIRMDRRGGTWKLLGSVVYAHSKELVTAWYIGFLCLILASFLVYLAEKGENDHFDTYADALWWGLITLTTIGYGDKYPQTWNGRLLAATFTLIGVSFFALPAGILGSGFALKVQEQHRQKHFEKRRNPAAGLIQSAWRFYATNLSRTDLHSTWQYYERTVTVPMISSQTQTYGASRLIPPLNQLEMLRNLKSKSGLTFRKEPQPEPSPSQKVSLKDRVFSSPRGVAAKGKGSPQAQTVRRSPSADQSLDDSPSKVPKSWSFGDRSRARQAFRIKGAASRQNSEEASLPGEDIV.... The pIC50 is 5.7.